From a dataset of Forward reaction prediction with 1.9M reactions from USPTO patents (1976-2016). Predict the product of the given reaction. (1) The product is: [CH3:1][C:2]1[N:7]=[CH:6][C:5]([N:8]2[CH:12]=[C:11]([C:13]3[S:14][CH:15]=[CH:16][CH:17]=3)[N:10]=[C:9]2[C:18]2[CH:19]=[CH:20][C:21]([NH:24][C:25]3[C:30]([NH2:31])=[CH:29][CH:28]=[CH:27][N:26]=3)=[CH:22][CH:23]=2)=[CH:4][CH:3]=1. Given the reactants [CH3:1][C:2]1[N:7]=[CH:6][C:5]([N:8]2[CH:12]=[C:11]([C:13]3[S:14][CH:15]=[CH:16][CH:17]=3)[N:10]=[C:9]2[C:18]2[CH:23]=[CH:22][C:21]([NH:24][C:25]3[C:30]([N+:31]([O-])=O)=[CH:29][CH:28]=[CH:27][N:26]=3)=[CH:20][CH:19]=2)=[CH:4][CH:3]=1.[H][H], predict the reaction product. (2) The product is: [CH3:31][O:65][C:21]1[CH:16]=[CH:17][C:18]([O:22][C:23]2[CH:24]=[C:25]([CH2:26][NH:27][C:4](=[O:6])[C:3]3[CH:7]=[CH:8][C:9]([CH2:11][O:12][CH3:13])=[N:10][C:2]=3[NH2:1])[CH:28]=[CH:29][CH:30]=2)=[CH:19][CH:20]=1. Given the reactants [NH2:1][C:2]1[N:10]=[C:9]([CH2:11][O:12][CH3:13])[CH:8]=[CH:7][C:3]=1[C:4]([OH:6])=O.CO[C:16]1[CH:17]=[C:18]([O:22][C:23]2[CH:24]=[C:25]([CH:28]=[CH:29][CH:30]=2)[CH2:26][NH2:27])[CH:19]=[CH:20][CH:21]=1.[CH2:31](N(CC)CC)C.CN([P+](ON1N=NC2C=CC=CC1=2)(N(C)C)N(C)C)C.F[P-](F)(F)(F)(F)F.[OH2:65], predict the reaction product. (3) Given the reactants [N:1]1[CH:6]=[CH:5][CH:4]=[CH:3][C:2]=1[CH2:7][OH:8].[H-].[Na+].F[C:12]1[CH:19]=[CH:18][C:15]([CH:16]=[O:17])=[CH:14][CH:13]=1, predict the reaction product. The product is: [N:1]1[CH:6]=[CH:5][CH:4]=[CH:3][C:2]=1[CH2:7][O:8][C:12]1[CH:19]=[CH:18][C:15]([CH:16]=[O:17])=[CH:14][CH:13]=1. (4) Given the reactants [Cl:1][C:2]1[CH:7]=[CH:6][C:5]([C:8]2[N:13]=[C:12]([C:14](O)=[O:15])[CH:11]=[N:10][C:9]=2[O:17][C@@H:18]([CH3:23])[C:19]([F:22])([F:21])[F:20])=[CH:4][CH:3]=1.Cl.[F:25][C:26]([F:35])([F:34])[C:27]1[N:31]=[C:30]([CH2:32][NH2:33])[O:29][N:28]=1, predict the reaction product. The product is: [Cl:1][C:2]1[CH:7]=[CH:6][C:5]([C:8]2[N:13]=[C:12]([C:14]([NH:33][CH2:32][C:30]3[O:29][N:28]=[C:27]([C:26]([F:35])([F:34])[F:25])[N:31]=3)=[O:15])[CH:11]=[N:10][C:9]=2[O:17][C@@H:18]([CH3:23])[C:19]([F:22])([F:21])[F:20])=[CH:4][CH:3]=1. (5) Given the reactants [NH:1]1[C:9]2[C:4](=[CH:5][C:6]([O:10][C:11]3[CH:16]=[CH:15][N:14]=[C:13]([NH2:17])[CH:12]=3)=[CH:7][CH:8]=2)[CH:3]=[CH:2]1.[H-].[Na+].[CH2:20]([CH:22]([NH:25][C:26](=O)[O:27]C1C=CC=CC=1)[CH2:23][CH3:24])[CH3:21], predict the reaction product. The product is: [CH2:20]([CH:22]([NH:25][C:26]([N:1]1[C:9]2[C:4](=[CH:5][C:6]([O:10][C:11]3[CH:16]=[CH:15][N:14]=[C:13]([NH2:17])[CH:12]=3)=[CH:7][CH:8]=2)[CH:3]=[CH:2]1)=[O:27])[CH2:23][CH3:24])[CH3:21]. (6) The product is: [Br-:20].[CH2:22]([O:23][CH2:24][CH2:25][P+:7]([C:1]1[CH:2]=[CH:3][CH:4]=[CH:5][CH:6]=1)([C:8]1[CH:13]=[CH:12][CH:11]=[CH:10][CH:9]=1)[C:14]1[CH:15]=[CH:16][CH:17]=[CH:18][CH:19]=1)[CH3:21]. Given the reactants [C:1]1([P:7]([C:14]2[CH:19]=[CH:18][CH:17]=[CH:16][CH:15]=2)[C:8]2[CH:13]=[CH:12][CH:11]=[CH:10][CH:9]=2)[CH:6]=[CH:5][CH:4]=[CH:3][CH:2]=1.[Br:20][CH2:21][CH2:22][O:23][CH2:24][CH3:25], predict the reaction product. (7) Given the reactants [C:1]([O:5][C:6]([N:8]1[CH2:13][CH2:12][CH:11]([CH2:14][OH:15])[CH:10]([C:16]2[CH:21]=[CH:20][C:19]([F:22])=[C:18]([F:23])[CH:17]=2)[CH2:9]1)=[O:7])([CH3:4])([CH3:3])[CH3:2].[Cl:24][C:25]1[CH:26]=[CH:27][C:28](O)=[N:29][CH:30]=1.N(C(OC(C)(C)C)=O)=NC(OC(C)(C)C)=O.C1(P(C2C=CC=CC=2)C2C=CC=CC=2)C=CC=CC=1, predict the reaction product. The product is: [C:1]([O:5][C:6]([N:8]1[CH2:13][CH2:12][CH:11]([CH2:14][O:15][C:28]2[CH:27]=[CH:26][C:25]([Cl:24])=[CH:30][N:29]=2)[CH:10]([C:16]2[CH:21]=[CH:20][C:19]([F:22])=[C:18]([F:23])[CH:17]=2)[CH2:9]1)=[O:7])([CH3:4])([CH3:2])[CH3:3].